From a dataset of Catalyst prediction with 721,799 reactions and 888 catalyst types from USPTO. Predict which catalyst facilitates the given reaction. (1) Reactant: [C:1]1([O:9][CH3:10])[C:2](=[CH:5][CH:6]=[CH:7][CH:8]=1)[O:3][CH3:4].[Cl-].[Al+3].[Cl-].[Cl-].[N+:15]([C:18]1[CH:19]=[C:20]([CH:24]=[CH:25][CH:26]=1)[C:21](Cl)=[O:22])([O-:17])=[O:16].O. Product: [CH3:4][O:3][C:2]1[CH:5]=[C:6]([CH:7]=[CH:8][C:1]=1[O:9][CH3:10])[C:21]([C:20]1[CH:24]=[CH:25][CH:26]=[C:18]([N+:15]([O-:17])=[O:16])[CH:19]=1)=[O:22]. The catalyst class is: 2. (2) Reactant: Cl.[CH2:2]([O:4][C:5](=[O:27])[C@@H:6]([O:24][CH2:25][CH3:26])[CH2:7][C:8]1[CH:13]=[CH:12][C:11]([O:14][CH2:15][CH2:16][C:17]2[CH:22]=[CH:21][C:20](N)=[CH:19][CH:18]=2)=[CH:10][CH:9]=1)[CH3:3].C([N:30](CC)CC)C.[CH2:35]([O:42][C:43](Cl)=[O:44])[C:36]1[CH:41]=[CH:40][CH:39]=[CH:38][CH:37]=1. Product: [CH2:2]([O:4][C:5](=[O:27])[C@@H:6]([O:24][CH2:25][CH3:26])[CH2:7][C:8]1[CH:13]=[CH:12][C:11]([O:14][CH2:15][CH2:16][C:17]2[CH:22]=[CH:21][CH:20]=[CH:19][C:18]=2[NH:30][C:43]([O:42][CH2:35][C:36]2[CH:41]=[CH:40][CH:39]=[CH:38][CH:37]=2)=[O:44])=[CH:10][CH:9]=1)[CH3:3]. The catalyst class is: 7. (3) Reactant: [CH2:1]([O:8][C:9]([NH:11][C@@H:12]([C@@H:17]([O:19][CH3:20])[CH3:18])[C:13](OC)=[O:14])=[O:10])[C:2]1[CH:7]=[CH:6][CH:5]=[CH:4][CH:3]=1.O1CCCC1.[BH4-].[Na+]. Product: [OH:14][CH2:13][C@@H:12]([NH:11][C:9](=[O:10])[O:8][CH2:1][C:2]1[CH:7]=[CH:6][CH:5]=[CH:4][CH:3]=1)[C@@H:17]([O:19][CH3:20])[CH3:18]. The catalyst class is: 5. (4) Reactant: [NH2:1][CH2:2][C:3]1[CH:20]=[CH:19][C:6]2[N:7]([CH2:12][CH2:13][CH2:14][C:15]([F:18])([F:17])[F:16])[C:8]([CH2:10][OH:11])=[N:9][C:5]=2[CH:4]=1.[C:21](O[C:21]([O:23][C:24]([CH3:27])([CH3:26])[CH3:25])=[O:22])([O:23][C:24]([CH3:27])([CH3:26])[CH3:25])=[O:22].C(N(C(C)C)CC)(C)C.C([O-])([O-])=O.[K+].[K+]. Product: [NH3:1].[OH:11][CH2:10][C:8]1[N:7]([CH2:12][CH2:13][CH2:14][C:15]([F:18])([F:17])[F:16])[C:6]2[CH:19]=[CH:20][C:3]([CH2:2][NH:1][C:21](=[O:22])[O:23][C:24]([CH3:27])([CH3:26])[CH3:25])=[CH:4][C:5]=2[N:9]=1. The catalyst class is: 2. (5) Reactant: [OH-].[Li+].C[O:4][C:5](=[O:15])[CH:6]([C:8]1[CH:13]=[CH:12][C:11]([Cl:14])=[CH:10][CH:9]=1)[CH3:7]. Product: [Cl:14][C:11]1[CH:10]=[CH:9][C:8]([CH:6]([CH3:7])[C:5]([OH:15])=[O:4])=[CH:13][CH:12]=1. The catalyst class is: 670.